From a dataset of Reaction yield outcomes from USPTO patents with 853,638 reactions. Predict the reaction yield, written as a fraction of the theoretical maximum amount of product (1.0 means a 100% yield; for example, 0.34 means a 34% yield). (1) The product is [C:1]([O:4][CH2:5][C@@H:6]1[C@@H:13]2[C@@H:9]([O:10][C:11]([CH3:15])([CH3:14])[O:12]2)[C@H:8]([N:16]2[CH:24]=[N:23][C:22]3[C:17]2=[N:18][CH:19]=[N:20][C:21]=3[I:27])[CH2:7]1)(=[O:3])[CH3:2]. The reactants are [C:1]([O:4][CH2:5][C@@H:6]1[C@@H:13]2[C@@H:9]([O:10][C:11]([CH3:15])([CH3:14])[O:12]2)[C@H:8]([N:16]2[CH:24]=[N:23][C:22]3[C:17]2=[N:18][CH:19]=[N:20][C:21]=3Cl)[CH2:7]1)(=[O:3])[CH3:2].[Na+].[I-:27].FC(F)(F)C(O)=O. The yield is 0.670. The catalyst is CC(=O)CC. (2) The reactants are [CH3:1][C@@:2]12[C:10](=[O:11])[CH2:9][CH2:8][C@H:7]1[C@@H:6]1[CH2:12][CH:13]=[C:14]3[CH2:19][C@@H:18]([OH:20])[CH2:17][CH2:16][C@:15]3([CH3:21])[C@H:5]1[CH2:4][CH2:3]2.[C:22]([OH:29])(=[O:28])/[CH:23]=[CH:24]\[C:25]([OH:27])=[O:26]. The catalyst is CC(C)=O. The product is [CH3:1][C@@:2]12[C:10](=[O:11])[CH2:9][CH2:8][C@H:7]1[C@@H:6]1[CH2:12][CH:13]=[C:14]3[CH2:19][C@@H:18]([OH:20])[CH2:17][CH2:16][C@:15]3([CH3:21])[C@H:5]1[CH2:4][CH2:3]2.[C:22]([OH:29])(=[O:28])/[CH:23]=[CH:24]\[C:25]([OH:27])=[O:26]. The yield is 0.910. (3) The reactants are [CH3:1][O:2][CH2:3][CH2:4][OH:5].F[C:7]1[CH:12]=[CH:11][CH:10]=[CH:9][C:8]=1[N+:13]([O-:15])=[O:14].[CH3:16][O:17][CH2:18][CH2:19][O:20][C:21]1[CH:27]=[CH:26][CH:25]=[CH:24][C:22]=1[NH2:23].[NH2:28][C:29]1[S:30][CH:31]=[CH:32][N:33]=1. No catalyst specified. The product is [CH3:1][O:2][CH2:3][CH2:4][O:5][C:7]1[CH:12]=[CH:11][CH:10]=[CH:9][C:8]=1[N+:13]([O-:15])=[O:14].[CH3:16][O:17][CH2:18][CH2:19][O:20][C:21]1[CH:27]=[CH:26][CH:25]=[CH:24][C:22]=1[NH:23][C:4]([NH:28][C:29]1[S:30][CH:31]=[CH:32][N:33]=1)=[O:5]. The yield is 0.640. (4) The yield is 1.00. The reactants are FC(F)C1C2C(=CC=CC=2)N=CC=1.FC(F)C(C1C=CC=CC=1)=O.BrC1C2C(=CC=CC=2)N=CC=1.[F:36][C:37]([F:52])([C:46]1[CH:51]=[CH:50][CH:49]=[CH:48][CH:47]=1)C(C1C=CC=CC=1)=O.[OH-].[K+]. The product is [F:36][CH:37]([C:46]1[CH:51]=[CH:50][CH:49]=[CH:48][CH:47]=1)[F:52]. The catalyst is C1(C)C=CC=CC=1.O. (5) The reactants are [CH2:1]([C@H:3]1[C@@H:7]([C:8]2[N:12]3[C:13]4[CH:19]=[CH:18][NH:17][C:14]=4[N:15]=[CH:16][C:11]3=[N:10][N:9]=2)[CH2:6][C@H:5]([C:20](O)=[O:21])[CH2:4]1)[CH3:2].CCN(C(C)C)C(C)C.[F:32][C:33]([F:37])([F:36])[CH2:34][NH2:35].CN(C(ON1N=NC2C=CC=NC1=2)=[N+](C)C)C.F[P-](F)(F)(F)(F)F. The catalyst is C(Cl)Cl.CN(C=O)C.O. The product is [CH2:1]([C@H:3]1[C@@H:7]([C:8]2[N:12]3[C:13]4[CH:19]=[CH:18][NH:17][C:14]=4[N:15]=[CH:16][C:11]3=[N:10][N:9]=2)[CH2:6][C@H:5]([C:20]([NH:35][CH2:34][C:33]([F:37])([F:36])[F:32])=[O:21])[CH2:4]1)[CH3:2]. The yield is 0.230. (6) The catalyst is C1COCC1. The product is [C:1]([O:5][C:6]([N:8]1[CH2:12][CH2:11][C@H:10]([CH2:13][N:14]([CH3:22])[CH:15]2[CH2:20][CH2:19][N:18]([CH3:21])[CH2:17][CH2:16]2)[CH2:9]1)=[O:7])([CH3:4])([CH3:3])[CH3:2]. The yield is 0.920. The reactants are [C:1]([O:5][C:6]([N:8]1[CH2:12][CH2:11][C@H:10]([CH2:13][NH:14][CH:15]2[CH2:20][CH2:19][N:18]([CH3:21])[CH2:17][CH2:16]2)[CH2:9]1)=[O:7])([CH3:4])([CH3:3])[CH3:2].[CH2:22]=O. (7) The reactants are [CH3:1][O:2][C:3](=[O:14])[C:4]1[CH:9]=[CH:8][C:7]([O:10]CC=C)=[CH:6][CH:5]=1.C(N(CC)[C:18]1[CH:23]=CC=C[CH:19]=1)C. The catalyst is C(OCC)C. The product is [CH2:23]([C:8]1[CH:9]=[C:4]([CH:5]=[CH:6][C:7]=1[OH:10])[C:3]([O:2][CH3:1])=[O:14])[CH:18]=[CH2:19]. The yield is 0.750.